From a dataset of Forward reaction prediction with 1.9M reactions from USPTO patents (1976-2016). Predict the product of the given reaction. Given the reactants COC1C=C(OC)C=CC=1C[NH:6][C:7]1[CH:12]=[C:11]([I:13])[C:10]([CH3:14])=[CH:9][N:8]=1.C(O)(C(F)(F)F)=O, predict the reaction product. The product is: [I:13][C:11]1[C:10]([CH3:14])=[CH:9][N:8]=[C:7]([NH2:6])[CH:12]=1.